From a dataset of NCI-60 drug combinations with 297,098 pairs across 59 cell lines. Regression. Given two drug SMILES strings and cell line genomic features, predict the synergy score measuring deviation from expected non-interaction effect. (1) Drug 1: CS(=O)(=O)CCNCC1=CC=C(O1)C2=CC3=C(C=C2)N=CN=C3NC4=CC(=C(C=C4)OCC5=CC(=CC=C5)F)Cl. Drug 2: CCCCC(=O)OCC(=O)C1(CC(C2=C(C1)C(=C3C(=C2O)C(=O)C4=C(C3=O)C=CC=C4OC)O)OC5CC(C(C(O5)C)O)NC(=O)C(F)(F)F)O. Cell line: K-562. Synergy scores: CSS=48.0, Synergy_ZIP=3.84, Synergy_Bliss=2.78, Synergy_Loewe=-18.7, Synergy_HSA=-1.41. (2) Drug 1: CCC1=CC2CC(C3=C(CN(C2)C1)C4=CC=CC=C4N3)(C5=C(C=C6C(=C5)C78CCN9C7C(C=CC9)(C(C(C8N6C)(C(=O)OC)O)OC(=O)C)CC)OC)C(=O)OC.C(C(C(=O)O)O)(C(=O)O)O. Drug 2: CS(=O)(=O)CCNCC1=CC=C(O1)C2=CC3=C(C=C2)N=CN=C3NC4=CC(=C(C=C4)OCC5=CC(=CC=C5)F)Cl. Cell line: A549. Synergy scores: CSS=54.0, Synergy_ZIP=2.09, Synergy_Bliss=5.42, Synergy_Loewe=6.88, Synergy_HSA=7.04.